From a dataset of Forward reaction prediction with 1.9M reactions from USPTO patents (1976-2016). Predict the product of the given reaction. Given the reactants [F:1][C:2]1[CH:11]=[C:10]2[C:5]([N:6]=[CH:7][C:8](=[O:30])[N:9]2[CH2:12][CH2:13][N:14]2[CH2:19][CH2:18][CH:17]([OH:20])[CH:16]([CH2:21][NH:22][C:23](=[O:29])[O:24][C:25]([CH3:28])([CH3:27])[CH3:26])[CH2:15]2)=[CH:4][CH:3]=1.CC(OI1(OC(C)=O)(OC(C)=O)OC(=O)C2C=CC=CC1=2)=O.S([O-])([O-])=O.[Na+].[Na+].C(=O)(O)[O-].[Na+], predict the reaction product. The product is: [F:1][C:2]1[CH:11]=[C:10]2[C:5]([N:6]=[CH:7][C:8](=[O:30])[N:9]2[CH2:12][CH2:13][N:14]2[CH2:19][CH2:18][C:17](=[O:20])[CH:16]([CH2:21][NH:22][C:23](=[O:29])[O:24][C:25]([CH3:26])([CH3:27])[CH3:28])[CH2:15]2)=[CH:4][CH:3]=1.